Dataset: Reaction yield outcomes from USPTO patents with 853,638 reactions. Task: Predict the reaction yield, written as a fraction of the theoretical maximum amount of product (1.0 means a 100% yield; for example, 0.34 means a 34% yield). The reactants are Cl.[NH2:2][CH2:3][C:4]([OH:6])=O.[Cl:7][C:8]1[CH:40]=[CH:39][C:11]([CH2:12][N:13]2C=C([N+]([O-])=O)[C:16](=O)[NH:15][CH:14]2[NH:23][C:24]2[CH:29]=[CH:28][C:27]([O:30][C:31]3[CH:36]=[CH:35][CH:34]=[C:33]([C:37]#[N:38])[N:32]=3)=[CH:26][CH:25]=2)=[CH:10][CH:9]=1.CO.O. The catalyst is [Fe].C1COCC1. The product is [NH2:2][C:3]1[C:4](=[O:6])[N:13]([CH2:12][C:11]2[CH:10]=[CH:9][C:8]([Cl:7])=[CH:40][CH:39]=2)[C:14]([NH:23][C:24]2[CH:29]=[CH:28][C:27]([O:30][C:31]3[CH:36]=[CH:35][CH:34]=[C:33]([C:37]#[N:38])[N:32]=3)=[CH:26][CH:25]=2)=[N:15][CH:16]=1. The yield is 0.780.